From a dataset of Full USPTO retrosynthesis dataset with 1.9M reactions from patents (1976-2016). Predict the reactants needed to synthesize the given product. Given the product [CH3:43][S:44]([OH:47])(=[O:46])=[O:45].[CH3:43][S:44]([OH:47])(=[O:46])=[O:45].[CH3:42][O:41][C:33]1[CH:32]=[C:31]([C:28]2[CH:29]=[CH:30][C:25]([N:22]3[CH2:23][CH2:24][N:19]([C:16]4[CH:15]=[CH:14][C:13]([C:5]5[CH:4]=[C:3]([O:2][CH3:1])[C:8]([O:9][CH3:10])=[C:7]([O:11][CH3:12])[CH:6]=5)=[CH:18][N:17]=4)[CH2:20][CH2:21]3)=[N:26][CH:27]=2)[CH:36]=[C:35]([O:37][CH3:38])[C:34]=1[O:39][CH3:40], predict the reactants needed to synthesize it. The reactants are: [CH3:1][O:2][C:3]1[CH:4]=[C:5]([C:13]2[CH:14]=[CH:15][C:16]([N:19]3[CH2:24][CH2:23][N:22]([C:25]4[CH:30]=[CH:29][C:28]([C:31]5[CH:36]=[C:35]([O:37][CH3:38])[C:34]([O:39][CH3:40])=[C:33]([O:41][CH3:42])[CH:32]=5)=[CH:27][N:26]=4)[CH2:21][CH2:20]3)=[N:17][CH:18]=2)[CH:6]=[C:7]([O:11][CH3:12])[C:8]=1[O:9][CH3:10].[CH3:43][S:44]([OH:47])(=[O:46])=[O:45].CO.